From a dataset of Catalyst prediction with 721,799 reactions and 888 catalyst types from USPTO. Predict which catalyst facilitates the given reaction. (1) Reactant: [CH2:1]1[C:10]2[C:5](=[CH:6][CH:7]=[CH:8][CH:9]=2)[CH2:4][CH2:3][N:2]1[C:11]1[N:12]=[C:13]([C:22]([N:24]2[CH2:29][CH2:28][CH2:27][CH2:26][CH2:25]2)=[O:23])[CH:14]=[C:15]2[C:19]([CH3:20])=[C:18]([CH3:21])[NH:17][C:16]=12.[ClH:30]. Product: [ClH:30].[CH2:1]1[C:10]2[C:5](=[CH:6][CH:7]=[CH:8][CH:9]=2)[CH2:4][CH2:3][N:2]1[C:11]1[N:12]=[C:13]([C:22]([N:24]2[CH2:29][CH2:28][CH2:27][CH2:26][CH2:25]2)=[O:23])[CH:14]=[C:15]2[C:19]([CH3:20])=[C:18]([CH3:21])[NH:17][C:16]=12. The catalyst class is: 13. (2) Reactant: [Cl:1][C:2]1[C:3]([NH:23][C:24]2[CH:28]=[C:27]([CH3:29])[NH:26][N:25]=2)=[N:4][C:5]([NH:8][C:9]2[CH:14]=[C:13]([CH3:15])[C:12]([CH:16]3[CH2:21][CH2:20][CH2:19][NH:18][CH2:17]3)=[CH:11][C:10]=2[CH3:22])=[N:6][CH:7]=1.Br[CH2:31][C:32]([NH:34][CH3:35])=[O:33]. Product: [Cl:1][C:2]1[C:3]([NH:23][C:24]2[CH:28]=[C:27]([CH3:29])[NH:26][N:25]=2)=[N:4][C:5]([NH:8][C:9]2[C:10]([CH3:22])=[CH:11][C:12]([C@@H:16]3[CH2:21][CH2:20][CH2:19][N:18]([CH2:31][C:32]([NH:34][CH3:35])=[O:33])[CH2:17]3)=[C:13]([CH3:15])[CH:14]=2)=[N:6][CH:7]=1. The catalyst class is: 3. (3) Reactant: [O:1]=[C:2]([N:10]1[CH2:14][CH2:13][CH2:12][C@H:11]1[C:15]([OH:17])=[O:16])[C:3](=[O:9])[C:4]([CH3:8])([CH3:7])[CH2:5][CH3:6].[CH2:18](O)[C:19]1[CH:24]=[CH:23][CH:22]=[CH:21][CH:20]=1.C1(N=C=NC2CCCCC2)CCCCC1.C12(CS(O)(=O)=O)C(C)(C)C(CC1)CC2=O. Product: [CH3:8][C:4]([CH3:7])([CH2:5][CH3:6])[C:3](=[O:9])[C:2]([N:10]1[CH2:14][CH2:13][CH2:12][C@H:11]1[C:15]([O:17][CH2:18][C:19]1[CH:24]=[CH:23][CH:22]=[CH:21][CH:20]=1)=[O:16])=[O:1]. The catalyst class is: 143. (4) Reactant: [CH3:1][O:2][CH2:3][CH2:4][O:5][CH2:6][CH2:7][O:8][CH2:9][CH2:10][O:11][CH2:12][CH2:13][CH2:14][CH2:15][CH2:16]CCCCC=C.C[OH:24].[S:25]1[CH:29]=[CH:28][CH:27]=[C:26]1[CH2:30][C:31](O)=O.Cl.Cl.N([C:44]([CH3:49])(C)C(N)=N)=NC(C)(C)C(N)=N. Product: [CH3:1][O:2][CH2:3][CH2:4][O:5][CH2:6][CH2:7][O:8][CH2:9][CH2:10][O:11][CH2:12][CH2:13][CH2:14][CH2:15][CH2:16][CH2:31][CH2:30][CH2:26][CH2:27][CH2:28][CH2:29][S:25][C:44](=[O:24])[CH3:49]. The catalyst class is: 175. (5) Reactant: [OH-:1].[Na+].[CH:3]1([C@H:7]([NH:9][C:10]2[C:11]3[N:20]([CH2:21][C:22]4[CH:27]=[CH:26][C:25]([C:28]([F:31])([F:30])[F:29])=[CH:24][N:23]=4)[C:19]([C:32]4[CH:37]=[CH:36][CH:35]=[C:34]([CH3:38])[CH:33]=4)=[CH:18][C:12]=3[N:13]=C(C#N)[N:15]=2)[CH3:8])[CH2:6][CH2:5][CH2:4]1.[CH2:39]([OH:41])[CH3:40]. Product: [CH:3]1([C@H:7]([NH:9][C:10]2[C:11]3[N:20]([CH2:21][C:22]4[CH:27]=[CH:26][C:25]([C:28]([F:31])([F:30])[F:29])=[CH:24][N:23]=4)[C:19]([C:32]4[CH:37]=[CH:36][CH:35]=[C:34]([CH3:38])[CH:33]=4)=[CH:18][C:12]=3[N:13]=[C:40]([C:39]([OH:1])=[O:41])[N:15]=2)[CH3:8])[CH2:6][CH2:5][CH2:4]1.[C:25]([OH:41])([C:28]([F:31])([F:30])[F:29])=[O:1]. The catalyst class is: 13.